Predict the reactants needed to synthesize the given product. From a dataset of Full USPTO retrosynthesis dataset with 1.9M reactions from patents (1976-2016). (1) Given the product [F:1][C:2]1[CH:7]=[CH:6][C:5]([CH2:8][CH2:9][NH:10][C:11]([C:13]2[CH:18]=[CH:17][C:16]([S:19]([NH:26][C:25]3[CH:27]=[CH:28][CH:29]=[CH:30][C:24]=3[C:23]([OH:32])=[O:31])(=[O:21])=[O:20])=[CH:15][CH:14]=2)=[O:12])=[CH:4][CH:3]=1, predict the reactants needed to synthesize it. The reactants are: [F:1][C:2]1[CH:7]=[CH:6][C:5]([CH2:8][CH2:9][NH:10][C:11]([C:13]2[CH:18]=[CH:17][C:16]([S:19](Cl)(=[O:21])=[O:20])=[CH:15][CH:14]=2)=[O:12])=[CH:4][CH:3]=1.[C:23]([OH:32])(=[O:31])[C:24]1[C:25](=[CH:27][CH:28]=[CH:29][CH:30]=1)[NH2:26].C(=O)(O)[O-].[Na+]. (2) Given the product [F:11][C:12]1[CH:17]=[CH:16][C:15]([C:2]2[CH:10]=[C:9]3[C:5]([CH:6]=[CH:7][NH:8]3)=[CH:4][CH:3]=2)=[CH:14][CH:13]=1, predict the reactants needed to synthesize it. The reactants are: Br[C:2]1[CH:10]=[C:9]2[C:5]([CH:6]=[CH:7][NH:8]2)=[CH:4][CH:3]=1.[F:11][C:12]1[CH:17]=[CH:16][C:15](B(O)O)=[CH:14][CH:13]=1.C(=O)([O-])[O-].[Na+].[Na+]. (3) Given the product [CH2:1]([N:5]1[C:9](=[O:10])[N:8]=[N:7][C:6]1=[O:11])[CH2:2][CH2:3][CH3:4], predict the reactants needed to synthesize it. The reactants are: [CH2:1]([N:5]1[C:9](=[O:10])[NH:8][NH:7][C:6]1=[O:11])[CH2:2][CH2:3][CH3:4]. (4) Given the product [CH:23]([Si:22]([CH:29]([CH3:31])[CH3:30])([CH:26]([CH3:28])[CH3:27])[O:20][CH:15]([C:2]1[CH:7]=[CH:6][CH:5]=[CH:4][C:3]=1[CH:8]=[CH2:9])[CH2:16][CH2:17][CH:18]=[CH2:19])([CH3:25])[CH3:24], predict the reactants needed to synthesize it. The reactants are: Br[C:2]1[CH:7]=[CH:6][CH:5]=[CH:4][C:3]=1[CH:8]=[CH2:9].[Li]CCCC.[CH:15](=[O:20])[CH2:16][CH2:17][CH:18]=[CH2:19].Cl[Si:22]([CH:29]([CH3:31])[CH3:30])([CH:26]([CH3:28])[CH3:27])[CH:23]([CH3:25])[CH3:24]. (5) Given the product [O:21]=[C:10]1[C:9]([NH:8][C:6](=[O:7])[C:5]2[CH:22]=[CH:23][C:2]([N:24]3[CH2:29][CH2:28][CH2:27][CH2:26][CH2:25]3)=[CH:3][CH:4]=2)=[CH:14][C:13]([C:15]2[CH:20]=[CH:19][N:18]=[CH:17][CH:16]=2)=[CH:12][NH:11]1, predict the reactants needed to synthesize it. The reactants are: Br[C:2]1[CH:23]=[CH:22][C:5]([C:6]([NH:8][C:9]2[C:10](=[O:21])[NH:11][CH:12]=[C:13]([C:15]3[CH:20]=[CH:19][N:18]=[CH:17][CH:16]=3)[CH:14]=2)=[O:7])=[CH:4][CH:3]=1.[NH:24]1[CH2:29][CH2:28][CH2:27][CH2:26][CH2:25]1. (6) Given the product [CH2:12]([C:14]1[CH:19]=[CH:18][CH:17]=[CH:16][C:15]=1[C:2]1[C:3](=[O:11])[N:4]([CH3:10])[N:5]=[CH:6][C:7]=1[O:8][CH3:9])[CH3:13], predict the reactants needed to synthesize it. The reactants are: Cl[C:2]1[C:3](=[O:11])[N:4]([CH3:10])[N:5]=[CH:6][C:7]=1[O:8][CH3:9].[CH2:12]([C:14]1[CH:19]=[CH:18][CH:17]=[CH:16][C:15]=1B(O)O)[CH3:13].C(=O)([O-])[O-].[Na+].[Na+].O1CCOCC1. (7) Given the product [Cl:1][C:2]1[CH:3]=[CH:4][C:5]([NH:8][C:9]([C:11]2[O:19][C:18]3[C:13](=[N:14][C:15]([NH:41][C:44](=[O:53])[O:67][C:63]([CH3:66])([CH3:65])[CH3:64])=[CH:16][CH:17]=3)[C:12]=2[NH:23][C:24]([C@H:26]2[CH2:27][CH2:28][C@H:29]([N:32]3[CH2:37][CH2:36][O:35][CH2:34][C:33]3=[O:38])[CH2:30][CH2:31]2)=[O:25])=[O:10])=[N:6][CH:7]=1, predict the reactants needed to synthesize it. The reactants are: [Cl:1][C:2]1[CH:3]=[CH:4][C:5]([NH:8][C:9]([C:11]2[O:19][C:18]3[C:13](=[N:14][C:15](C(O)=O)=[CH:16][CH:17]=3)[C:12]=2[NH:23][C:24]([C@H:26]2[CH2:31][CH2:30][C@H:29]([N:32]3[CH2:37][CH2:36][O:35][CH2:34][C:33]3=[O:38])[CH2:28][CH2:27]2)=[O:25])=[O:10])=[N:6][CH:7]=1.C([N:41]([CH2:44]C)CC)C.C1(P(N=[N+]=[N-])(C2C=CC=CC=2)=[O:53])C=CC=CC=1.[C:63]([OH:67])([CH3:66])([CH3:65])[CH3:64]. (8) Given the product [OH:31][C@H:29]1[CH2:30][N:26]([C:24](=[O:25])[C@@H:23]([NH:22][C:16]([CH2:15][O:14][CH2:13][CH2:12][CH2:11][CH2:10][O:9][C:8]2[CH:7]=[CH:6][C:5]([C:3]([O:2][CH3:1])=[O:4])=[CH:20][CH:19]=2)=[O:18])[C:49]([CH3:50])([CH3:52])[CH3:51])[C@H:27]([C:32](=[O:33])[NH:34][CH2:35][C:37]2[CH:38]=[CH:39][C:40]([C:43]3[S:47][CH:46]=[N:45][C:44]=3[CH3:48])=[CH:41][CH:42]=2)[CH2:28]1, predict the reactants needed to synthesize it. The reactants are: [CH3:1][O:2][C:3]([C:5]1[CH:20]=[CH:19][C:8]([O:9][CH2:10][CH2:11][CH2:12][CH2:13][O:14][CH2:15][C:16]([OH:18])=O)=[CH:7][CH:6]=1)=[O:4].Cl.[NH2:22][C@@H:23]([C:49]([CH3:52])([CH3:51])[CH3:50])[C:24]([N:26]1[CH2:30][C@H:29]([OH:31])[CH2:28][C@H:27]1[C:32]([NH:34][C@H:35]([C:37]1[CH:42]=[CH:41][C:40]([C:43]2[S:47][CH:46]=[N:45][C:44]=2[CH3:48])=[CH:39][CH:38]=1)C)=[O:33])=[O:25].F[B-](F)(F)F.N1(OC(N(C)C)=[N+](C)C)C2C=CC=CC=2N=N1.C(N(C(C)C)CC)(C)C. (9) Given the product [CH2:17]([C:11]1([C:12]([O:14][CH2:15][CH3:16])=[O:13])[CH2:22][CH2:21]1)[CH2:18][CH:19]=[CH2:20], predict the reactants needed to synthesize it. The reactants are: [H-].[Na+].C(OP([CH:11]([CH2:17][CH2:18][CH:19]=[CH2:20])[C:12]([O:14][CH2:15][CH3:16])=[O:13])(OCC)=O)C.[CH2:21]1O[CH2:22]1.